Dataset: Catalyst prediction with 721,799 reactions and 888 catalyst types from USPTO. Task: Predict which catalyst facilitates the given reaction. Reactant: [CH2:1]([O:3][CH2:4][CH2:5][NH:6][CH2:7][C:8]1[S:12][C:11](B(O)O)=[CH:10][CH:9]=1)[CH3:2].Br[C:17]1[CH:18]=[C:19]2[C:23](=[C:24]([C:26]([NH2:28])=[O:27])[CH:25]=1)[NH:22][CH:21]=[C:20]2[CH:29]1[CH2:34][CH2:33][N:32]([S:35]([CH2:38][CH3:39])(=[O:37])=[O:36])[CH2:31][CH2:30]1.C([O-])([O-])=O.[K+].[K+]. Product: [CH2:1]([O:3][CH2:4][CH2:5][NH:6][CH2:7][C:8]1[S:12][C:11]([C:17]2[CH:18]=[C:19]3[C:23](=[C:24]([C:26]([NH2:28])=[O:27])[CH:25]=2)[NH:22][CH:21]=[C:20]3[CH:29]2[CH2:30][CH2:31][N:32]([S:35]([CH2:38][CH3:39])(=[O:36])=[O:37])[CH2:33][CH2:34]2)=[CH:10][CH:9]=1)[CH3:2]. The catalyst class is: 73.